From a dataset of Catalyst prediction with 721,799 reactions and 888 catalyst types from USPTO. Predict which catalyst facilitates the given reaction. Reactant: [N+:1]([C:4]1[CH:5]=[C:6]2[C:10](=[CH:11][CH:12]=1)[C:9](=[O:13])[NH:8][CH2:7]2)([O-])=O. Product: [NH2:1][C:4]1[CH:5]=[C:6]2[C:10](=[CH:11][CH:12]=1)[C:9](=[O:13])[NH:8][CH2:7]2. The catalyst class is: 19.